From a dataset of Full USPTO retrosynthesis dataset with 1.9M reactions from patents (1976-2016). Predict the reactants needed to synthesize the given product. (1) Given the product [OH:50][CH2:49][CH2:48][CH2:47][N:45]1[CH:46]=[C:42]([C:34]2[CH:33]=[CH:32][C:31]([NH:30][C:2]3[C:7]([C:8]([F:10])([F:11])[F:9])=[CH:6][N:5]=[C:4]([NH:12][C:13]4[CH:27]=[CH:26][C:16]([CH2:17][P:18](=[O:25])([O:22][CH2:23][CH3:24])[O:19][CH2:20][CH3:21])=[CH:15][C:14]=4[O:28][CH3:29])[N:3]=3)=[C:39]3[C:35]=2[CH2:36][N:37]([CH3:41])[C:38]3=[O:40])[CH:43]=[N:44]1, predict the reactants needed to synthesize it. The reactants are: Cl[C:2]1[C:7]([C:8]([F:11])([F:10])[F:9])=[CH:6][N:5]=[C:4]([NH:12][C:13]2[CH:27]=[CH:26][C:16]([CH2:17][P:18](=[O:25])([O:22][CH2:23][CH3:24])[O:19][CH2:20][CH3:21])=[CH:15][C:14]=2[O:28][CH3:29])[N:3]=1.[NH2:30][C:31]1[CH:32]=[CH:33][C:34]([C:42]2[CH:43]=[N:44][N:45]([CH2:47][CH2:48][CH2:49][OH:50])[CH:46]=2)=[C:35]2[C:39]=1[C:38](=[O:40])[N:37]([CH3:41])[CH2:36]2.C(O)(C(F)(F)F)=O.N.CO. (2) Given the product [C:32]([N:35]1[CH2:40][CH2:39][N:38]([CH2:2][CH2:3][O:4][CH2:5][CH2:6][O:7][C:8]2[CH:17]=[C:16]3[C:11]([C:12]([O:18][C:19]4[C:20]([F:29])=[C:21]5[C:25](=[CH:26][CH:27]=4)[NH:24][C:23]([CH3:28])=[CH:22]5)=[N:13][CH:14]=[N:15]3)=[CH:10][C:9]=2[O:30][CH3:31])[CH2:37][CH2:36]1)(=[O:34])[CH3:33], predict the reactants needed to synthesize it. The reactants are: Br[CH2:2][CH2:3][O:4][CH2:5][CH2:6][O:7][C:8]1[CH:17]=[C:16]2[C:11]([C:12]([O:18][C:19]3[C:20]([F:29])=[C:21]4[C:25](=[CH:26][CH:27]=3)[NH:24][C:23]([CH3:28])=[CH:22]4)=[N:13][CH:14]=[N:15]2)=[CH:10][C:9]=1[O:30][CH3:31].[C:32]([N:35]1[CH2:40][CH2:39][NH:38][CH2:37][CH2:36]1)(=[O:34])[CH3:33].